From a dataset of Reaction yield outcomes from USPTO patents with 853,638 reactions. Predict the reaction yield, written as a fraction of the theoretical maximum amount of product (1.0 means a 100% yield; for example, 0.34 means a 34% yield). (1) The reactants are [F:1][C:2]1[CH:7]=[CH:6][C:5]([C@@H:8]2[CH2:13][C@H:12]([O:14]S(C)(=O)=O)[CH2:11][CH2:10][N:9]2[C:19]([O:21][C:22]([CH3:25])([CH3:24])[CH3:23])=[O:20])=[CH:4][CH:3]=1.[C:26]([O-])(=[O:28])[CH3:27].[Na+]. The catalyst is CS(C)=O.C(OCC)(=O)C. The product is [C:26]([O:14][C@@H:12]1[CH2:11][CH2:10][N:9]([C:19]([O:21][C:22]([CH3:25])([CH3:24])[CH3:23])=[O:20])[C@@H:8]([C:5]2[CH:6]=[CH:7][C:2]([F:1])=[CH:3][CH:4]=2)[CH2:13]1)(=[O:28])[CH3:27]. The yield is 0.490. (2) The reactants are [C:1](Cl)(=[O:8])[C:2]1[CH:7]=[CH:6][CH:5]=[CH:4][CH:3]=1.[NH2:10][C:11]1[S:12][C:13]([CH:17]=[O:18])=[C:14]([Cl:16])[N:15]=1.N1C=CC=CC=1. The catalyst is CN(C)C1C=CN=CC=1.O1CCCC1. The product is [Cl:16][C:14]1[N:15]=[C:11]([NH:10][C:1](=[O:8])[C:2]2[CH:7]=[CH:6][CH:5]=[CH:4][CH:3]=2)[S:12][C:13]=1[CH:17]=[O:18]. The yield is 0.190. (3) The product is [NH:30]1[C:38]2[C:33](=[CH:34][CH:35]=[CH:36][CH:37]=2)[C:32]([C:39]2[CH:40]=[CH:41][C:42]3[O:46][CH:45]=[N:44][C:43]=3[CH:47]=2)=[CH:31]1. The yield is 0.360. No catalyst specified. The reactants are FC1C=C2C(C(I)=CN2S(C2C=CC=CC=2)(=O)=O)=CC=1.C1(S([N:30]2[C:38]3[C:33](=[CH:34][CH:35]=[CH:36][CH:37]=3)[C:32]([C:39]3[CH:40]=[CH:41][C:42]4[O:46][CH:45]=[N:44][C:43]=4[CH:47]=3)=[CH:31]2)(=O)=O)C=CC=CC=1. (4) The reactants are [O:1]=[CH:2][CH:3]=[CH:4][C:5]1[CH:27]=[CH:26][C:8]([C:9]([NH:11][C:12]2[CH:17]=[CH:16][CH:15]=[CH:14][C:13]=2[NH:18][C:19](=[O:25])[O:20][C:21]([CH3:24])([CH3:23])[CH3:22])=[O:10])=[CH:7][CH:6]=1.[BH4-].[Na+]. The catalyst is C(O)C. The product is [OH:1][CH2:2][CH:3]=[CH:4][C:5]1[CH:27]=[CH:26][C:8]([C:9]([NH:11][C:12]2[CH:17]=[CH:16][CH:15]=[CH:14][C:13]=2[NH:18][C:19](=[O:25])[O:20][C:21]([CH3:23])([CH3:24])[CH3:22])=[O:10])=[CH:7][CH:6]=1. The yield is 0.820. (5) The reactants are [OH:1][C:2]1[CH:7]=[CH:6][C:5]([NH:8][C:9]([C:11]2([C:14]([NH:16][C:17]3[CH:22]=[CH:21][C:20]([F:23])=[CH:19][CH:18]=3)=[O:15])[CH2:13][CH2:12]2)=[O:10])=[CH:4][CH:3]=1.[CH3:24][O:25][C:26]1[CH:27]=[C:28]2[C:33](=[CH:34][C:35]=1[O:36][CH3:37])[N:32]=[CH:31][CH:30]=[C:29]2OS(C(F)(F)F)(=O)=O. The catalyst is N1C(C)=CC=CC=1C. The product is [CH3:24][O:25][C:26]1[CH:27]=[C:28]2[C:33](=[CH:34][C:35]=1[O:36][CH3:37])[N:32]=[CH:31][CH:30]=[C:29]2[O:1][C:2]1[CH:7]=[CH:6][C:5]([NH:8][C:9]([C:11]2([C:14]([NH:16][C:17]3[CH:18]=[CH:19][C:20]([F:23])=[CH:21][CH:22]=3)=[O:15])[CH2:13][CH2:12]2)=[O:10])=[CH:4][CH:3]=1. The yield is 0.440. (6) The reactants are [C:1]([N:4]1[CH2:9][CH2:8][CH:7]([CH2:10][NH:11][C:12]([NH:14][C:15]2[CH:20]=[C:19]([C:21]3[S:22][CH:23]=[CH:24][CH:25]=3)[CH:18]=[CH:17][C:16]=2[N+:26]([O-])=O)=[O:13])[CH2:6][CH2:5]1)(=[O:3])[CH3:2]. The catalyst is CO.[Pd]. The product is [C:1]([N:4]1[CH2:9][CH2:8][CH:7]([CH2:10][NH:11][C:12]([NH:14][C:15]2[CH:20]=[C:19]([C:21]3[S:22][CH:23]=[CH:24][CH:25]=3)[CH:18]=[CH:17][C:16]=2[NH2:26])=[O:13])[CH2:6][CH2:5]1)(=[O:3])[CH3:2]. The yield is 0.600. (7) The reactants are [OH-].[NH4+:2].[CH2:3]([N:7]([CH2:10][CH3:11])[CH2:8][CH3:9])[CH:4]1[O:6][CH2:5]1. No catalyst specified. The product is [NH2:2][CH2:5][CH:4]([OH:6])[CH2:3][N:7]([CH2:10][CH3:11])[CH2:8][CH3:9]. The yield is 0.920. (8) The reactants are [CH2:1]([O:3][C@@H:4]([CH2:10][C:11]1[CH:16]=[CH:15][C:14]([O:17][CH2:18][C:19]([N:21]([CH2:33][CH2:34][CH2:35][CH2:36][CH2:37][CH2:38][CH3:39])[CH2:22][C:23]2[N:24]([CH3:32])[C:25]3[C:30]([CH:31]=2)=[CH:29][CH:28]=[CH:27][CH:26]=3)=[O:20])=[CH:13][CH:12]=1)[C:5]([O:7]CC)=[O:6])[CH3:2].[Li+].[OH-]. The catalyst is C1COCC1. The product is [CH2:1]([O:3][C@@H:4]([CH2:10][C:11]1[CH:12]=[CH:13][C:14]([O:17][CH2:18][C:19]([N:21]([CH2:33][CH2:34][CH2:35][CH2:36][CH2:37][CH2:38][CH3:39])[CH2:22][C:23]2[N:24]([CH3:32])[C:25]3[C:30]([CH:31]=2)=[CH:29][CH:28]=[CH:27][CH:26]=3)=[O:20])=[CH:15][CH:16]=1)[C:5]([OH:7])=[O:6])[CH3:2]. The yield is 0.950.